This data is from TCR-epitope binding with 47,182 pairs between 192 epitopes and 23,139 TCRs. The task is: Binary Classification. Given a T-cell receptor sequence (or CDR3 region) and an epitope sequence, predict whether binding occurs between them. (1) The epitope is KRWIILGLNK. The TCR CDR3 sequence is CASSPGTGIGEQFF. Result: 1 (the TCR binds to the epitope). (2) The epitope is ALSKGVHFV. The TCR CDR3 sequence is CASSPLSLTSQHGYTF. Result: 0 (the TCR does not bind to the epitope).